Predict which catalyst facilitates the given reaction. From a dataset of Catalyst prediction with 721,799 reactions and 888 catalyst types from USPTO. (1) Reactant: [C:1]([O:5][C:6]([N:8]1[CH2:15][CH:14]2[N:16]([C:17]([O:19][C:20]([CH3:23])([CH3:22])[CH3:21])=[O:18])[CH:10]([CH2:11][C:12]([C:27]3[S:31][C:30]([CH2:32][O:33][CH2:34][CH2:35][O:36][Si:37]([C:40]([CH3:43])([CH3:42])[CH3:41])([CH3:39])[CH3:38])=[N:29][CH:28]=3)=[C:13]2[C:24](O)=[O:25])[CH2:9]1)=[O:7])([CH3:4])([CH3:3])[CH3:2].CCN=C=NCCCN(C)C.Cl.C1C=CC2N(O)N=NC=2C=1.CCN(C(C)C)C(C)C.[CH:75]1([NH:78][CH2:79][C:80]2[CH:85]=[CH:84][CH:83]=[C:82]([Cl:86])[C:81]=2[Cl:87])[CH2:77][CH2:76]1. Product: [C:1]([O:5][C:6]([N:8]1[CH2:15][CH:14]2[N:16]([C:17]([O:19][C:20]([CH3:21])([CH3:23])[CH3:22])=[O:18])[CH:10]([CH2:11][C:12]([C:27]3[S:31][C:30]([CH2:32][O:33][CH2:34][CH2:35][O:36][Si:37]([C:40]([CH3:43])([CH3:41])[CH3:42])([CH3:38])[CH3:39])=[N:29][CH:28]=3)=[C:13]2[C:24](=[O:25])[N:78]([CH:75]2[CH2:76][CH2:77]2)[CH2:79][C:80]2[CH:85]=[CH:84][CH:83]=[C:82]([Cl:86])[C:81]=2[Cl:87])[CH2:9]1)=[O:7])([CH3:4])([CH3:3])[CH3:2]. The catalyst class is: 64. (2) Reactant: Br[C:2]1[C:3](N)=[N:4][CH:5]=[C:6](Br)N=1.[CH2:10]([O:12][CH:13]([O:22][CH2:23][CH3:24])[C:14]1[CH:21]=[CH:20]C(C=O)=[CH:16][CH:15]=1)[CH3:11].[BH4-].[Na+]. Product: [CH2:23]([O:22][CH:13]([O:12][CH2:10][CH3:11])[C:14]1[CH:15]=[CH:16][C:6]([CH2:5][NH:4][CH:3]2[CH2:2][CH2:13][O:12][CH2:10][CH2:11]2)=[CH:20][CH:21]=1)[CH3:24]. The catalyst class is: 5. (3) Reactant: [CH3:1][O:2][C:3]1[CH:12]=[C:11]2[C:6]([C:7](=O)[NH:8][C:9]([C:13]3[CH:18]=[CH:17][CH:16]=[C:15]([N+:19]([O-:21])=[O:20])[CH:14]=3)=[N:10]2)=[CH:5][C:4]=1[O:23][CH2:24][CH2:25][O:26][CH3:27].C(Cl)(=O)C([Cl:31])=O. Product: [Cl:31][C:7]1[C:6]2[C:11](=[CH:12][C:3]([O:2][CH3:1])=[C:4]([O:23][CH2:24][CH2:25][O:26][CH3:27])[CH:5]=2)[N:10]=[C:9]([C:13]2[CH:18]=[CH:17][CH:16]=[C:15]([N+:19]([O-:21])=[O:20])[CH:14]=2)[N:8]=1. The catalyst class is: 118. (4) Reactant: [Cl:1][C:2]1[CH:7]=[C:6]([O:8][C:9]2[CH:14]=[CH:13][C:12]([N:15]=[C:16]=[O:17])=[CH:11][CH:10]=2)[N:5]=[CH:4][N:3]=1.[CH3:18][C:19]1[N:20]=[CH:21][N:22]([CH2:25][C:26]2[CH:32]=[CH:31][C:29]([NH2:30])=[CH:28][C:27]=2[C:33]([F:36])([F:35])[F:34])[C:23]=1[CH3:24]. Product: [Cl:1][C:2]1[N:3]=[CH:4][N:5]=[C:6]([O:8][C:9]2[CH:10]=[CH:11][C:12]([NH:15][C:16]([NH:30][C:29]3[CH:31]=[CH:32][C:26]([CH2:25][N:22]4[C:23]([CH3:24])=[C:19]([CH3:18])[N:20]=[CH:21]4)=[C:27]([C:33]([F:36])([F:35])[F:34])[CH:28]=3)=[O:17])=[CH:13][CH:14]=2)[CH:7]=1. The catalyst class is: 1. (5) Reactant: C[Si](C)(C)CCOC[N:7]1[C:11]2[N:12]=[CH:13][N:14]=[C:15]([C:16]3[S:20][C:19]([CH:21]([CH2:25][C:26]#[N:27])[CH2:22][C:23]#[N:24])=[N:18][CH:17]=3)[C:10]=2[CH:9]=[CH:8]1.C(O)(C(F)(F)F)=O. Product: [N:12]1[C:11]2[NH:7][CH:8]=[CH:9][C:10]=2[C:15]([C:16]2[S:20][C:19]([CH:21]([CH2:25][C:26]#[N:27])[CH2:22][C:23]#[N:24])=[N:18][CH:17]=2)=[N:14][CH:13]=1. The catalyst class is: 2.